This data is from Catalyst prediction with 721,799 reactions and 888 catalyst types from USPTO. The task is: Predict which catalyst facilitates the given reaction. (1) Reactant: Cl[C:2](=[O:8])[CH2:3][C:4]([O:6][CH3:7])=[O:5].[CH2:9]([NH:12][C:13]1[CH:18]=[CH:17][C:16]([F:19])=[CH:15][CH:14]=1)[CH:10]=[CH2:11].CCN(C(C)C)C(C)C.O. Product: [CH2:9]([N:12]([C:13]1[CH:14]=[CH:15][C:16]([F:19])=[CH:17][CH:18]=1)[C:2](=[O:8])[CH2:3][C:4]([O:6][CH3:7])=[O:5])[CH:10]=[CH2:11]. The catalyst class is: 79. (2) Reactant: [CH3:1][O:2][C:3]1[CH:4]=[C:5]2[C:10](=[C:11]([N:13]3[CH2:18][CH2:17][NH:16][CH2:15][CH2:14]3)[CH:12]=1)[N:9]=[CH:8][CH:7]=[CH:6]2.[F:19][C:20]([F:39])([F:38])[C:21]1[CH:22]=[N:23][C:24]2[C:29]([CH:30]=1)=[CH:28][CH:27]=[CH:26][C:25]=2[N:31]1[CH2:36][CH2:35][C:34](=O)[CH2:33][CH2:32]1.C([BH3-])#N.[Na+]. Product: [CH3:1][O:2][C:3]1[CH:4]=[C:5]2[C:10](=[C:11]([N:13]3[CH2:14][CH2:15][N:16]([CH:34]4[CH2:35][CH2:36][N:31]([C:25]5[CH:26]=[CH:27][CH:28]=[C:29]6[C:24]=5[N:23]=[CH:22][C:21]([C:20]([F:39])([F:38])[F:19])=[CH:30]6)[CH2:32][CH2:33]4)[CH2:17][CH2:18]3)[CH:12]=1)[N:9]=[CH:8][CH:7]=[CH:6]2. The catalyst class is: 5. (3) Reactant: [N:1]1(C2C=CC(NC3C4N(C=CN=4)C(C4C=C5C(=CC=4)C(=O)NC5)=CN=3)=CC=2)CCOCC1.Br[C:34]1[N:39]2[CH:40]=[CH:41][N:42]=[C:38]2[C:37]([NH:43][C:44]2[CH:49]=[CH:48][C:47]([N:50]3[CH2:55][CH2:54][N:53]([CH:56]([CH3:58])[CH3:57])[CH2:52][CH2:51]3)=[CH:46][CH:45]=2)=[N:36][CH:35]=1.CC1(C)C(C)(C)OB([C:67]2[CH:68]=[C:69]([C:72]([NH2:74])=[O:73])[O:70][CH:71]=2)O1.C([O-])([O-])=O.[Na+].[Na+]. Product: [NH3:1].[CH:56]([N:53]1[CH2:54][CH2:55][N:50]([C:47]2[CH:48]=[CH:49][C:44]([NH:43][C:37]3[C:38]4[N:39]([CH:40]=[CH:41][N:42]=4)[C:34]([C:67]4[CH:68]=[C:69]([C:72]([NH2:74])=[O:73])[O:70][CH:71]=4)=[CH:35][N:36]=3)=[CH:45][CH:46]=2)[CH2:51][CH2:52]1)([CH3:58])[CH3:57]. The catalyst class is: 77. (4) Reactant: [C:1]([N:3]1[C:11]2[CH:10]=[CH:9][C:8]([CH3:12])=[CH:7][C:6]=2[C:5]2[CH2:13][N:14]([CH3:17])[CH2:15][CH2:16][C:4]1=2)#[CH:2].Br[C:19]1[CH:20]=[CH:21][C:22]([CH:25]2[CH2:27][CH2:26]2)=[N:23][CH:24]=1.CCCC[N+](CCCC)(CCCC)CCCC.[F-]. Product: [CH:25]1([C:22]2[N:23]=[CH:24][C:19]([C:2]#[C:1][N:3]3[C:11]4[CH:10]=[CH:9][C:8]([CH3:12])=[CH:7][C:6]=4[C:5]4[CH2:13][N:14]([CH3:17])[CH2:15][CH2:16][C:4]3=4)=[CH:20][CH:21]=2)[CH2:27][CH2:26]1. The catalyst class is: 6. (5) Reactant: [Cl:1][C:2]1[C:39]([CH3:40])=[CH:38][C:5]([O:6][CH2:7][CH2:8][CH2:9][C:10]2[C:18]3[C:13](=[CH:14][CH:15]=[CH:16][CH:17]=3)[NH:12][C:11]=2[C:19]([NH:21][S:22]([CH2:25][CH2:26][N:27]2C(=O)C3C(=CC=CC=3)C2=O)(=[O:24])=[O:23])=[O:20])=[CH:4][C:3]=1[CH3:41].O.NN. Product: [NH2:27][CH2:26][CH2:25][S:22]([NH:21][C:19]([C:11]1[NH:12][C:13]2[C:18]([C:10]=1[CH2:9][CH2:8][CH2:7][O:6][C:5]1[CH:4]=[C:3]([CH3:41])[C:2]([Cl:1])=[C:39]([CH3:40])[CH:38]=1)=[CH:17][CH:16]=[CH:15][CH:14]=2)=[O:20])(=[O:24])=[O:23]. The catalyst class is: 5. (6) Reactant: [O:1]=[C:2]1[C:6]2([CH2:11][CH2:10][NH:9][CH2:8][CH2:7]2)[N:5]([C:12]2[CH:17]=[CH:16][CH:15]=[CH:14][CH:13]=2)[CH2:4][N:3]1[C:18]1[CH:30]=[CH:29][CH:28]=[CH:27][C:19]=1[C:20]([O:22][C:23]([CH3:26])([CH3:25])[CH3:24])=[O:21].I[CH2:32][CH2:33][CH2:34][C:35]([C:37]1[CH:42]=[CH:41][CH:40]=[CH:39][CH:38]=1)=[O:36].C(=O)([O-])[O-].[K+].[K+]. Product: [O:1]=[C:2]1[C:6]2([CH2:7][CH2:8][N:9]([CH2:32][CH2:33][CH2:34][C:35](=[O:36])[C:37]3[CH:42]=[CH:41][CH:40]=[CH:39][CH:38]=3)[CH2:10][CH2:11]2)[N:5]([C:12]2[CH:13]=[CH:14][CH:15]=[CH:16][CH:17]=2)[CH2:4][N:3]1[C:18]1[CH:30]=[CH:29][CH:28]=[CH:27][C:19]=1[C:20]([O:22][C:23]([CH3:24])([CH3:25])[CH3:26])=[O:21]. The catalyst class is: 9. (7) Reactant: [C:1]([O:5][C:6]([NH:8][C:9]1([CH2:13][C@H:14]2[CH2:18][N:17]([C@@H](C3C=CC=CC=3)C)[C:16](=O)[CH2:15]2)[CH2:12][CH2:11][CH2:10]1)=[O:7])([CH3:4])([CH3:3])[CH3:2].[H][H]. Product: [C:1]([O:5][C:6]([NH:8][C:9]1([CH2:13][C@H:14]2[CH2:15][CH2:16][NH:17][CH2:18]2)[CH2:10][CH2:11][CH2:12]1)=[O:7])([CH3:4])([CH3:2])[CH3:3]. The catalyst class is: 349.